From a dataset of Full USPTO retrosynthesis dataset with 1.9M reactions from patents (1976-2016). Predict the reactants needed to synthesize the given product. Given the product [Br:16][C:13]1[CH:12]=[CH:11][C:10]([C:9]2[O:8][N:7]=[C:6]([CH3:17])[C:5]=2[C:3]([OH:4])=[O:2])=[CH:15][CH:14]=1, predict the reactants needed to synthesize it. The reactants are: C[O:2][C:3]([C:5]1[C:6]([CH3:17])=[N:7][O:8][C:9]=1[C:10]1[CH:15]=[CH:14][C:13]([Br:16])=[CH:12][CH:11]=1)=[O:4].[OH-].[Li+].